Dataset: NCI-60 drug combinations with 297,098 pairs across 59 cell lines. Task: Regression. Given two drug SMILES strings and cell line genomic features, predict the synergy score measuring deviation from expected non-interaction effect. (1) Drug 1: CC12CCC3C(C1CCC2=O)CC(=C)C4=CC(=O)C=CC34C. Drug 2: C1CC(C1)(C(=O)O)C(=O)O.[NH2-].[NH2-].[Pt+2]. Cell line: NCI-H522. Synergy scores: CSS=58.4, Synergy_ZIP=0.0351, Synergy_Bliss=2.34, Synergy_Loewe=-0.0597, Synergy_HSA=4.17. (2) Drug 1: C1CCN(CC1)CCOC2=CC=C(C=C2)C(=O)C3=C(SC4=C3C=CC(=C4)O)C5=CC=C(C=C5)O. Drug 2: C1=CN(C=N1)CC(O)(P(=O)(O)O)P(=O)(O)O. Cell line: MOLT-4. Synergy scores: CSS=2.44, Synergy_ZIP=-2.13, Synergy_Bliss=-5.64, Synergy_Loewe=-4.72, Synergy_HSA=-4.55. (3) Cell line: TK-10. Drug 1: CCC1(CC2CC(C3=C(CCN(C2)C1)C4=CC=CC=C4N3)(C5=C(C=C6C(=C5)C78CCN9C7C(C=CC9)(C(C(C8N6C)(C(=O)OC)O)OC(=O)C)CC)OC)C(=O)OC)O.OS(=O)(=O)O. Drug 2: CC12CCC3C(C1CCC2O)C(CC4=C3C=CC(=C4)O)CCCCCCCCCS(=O)CCCC(C(F)(F)F)(F)F. Synergy scores: CSS=0.0725, Synergy_ZIP=0.273, Synergy_Bliss=-0.323, Synergy_Loewe=-2.46, Synergy_HSA=-2.44. (4) Drug 1: CC1C(C(CC(O1)OC2CC(CC3=C2C(=C4C(=C3O)C(=O)C5=CC=CC=C5C4=O)O)(C(=O)C)O)N)O. Drug 2: CC1C(C(CC(O1)OC2CC(CC3=C2C(=C4C(=C3O)C(=O)C5=C(C4=O)C(=CC=C5)OC)O)(C(=O)CO)O)N)O.Cl. Cell line: SK-MEL-2. Synergy scores: CSS=77.8, Synergy_ZIP=5.14, Synergy_Bliss=7.51, Synergy_Loewe=4.07, Synergy_HSA=4.44. (5) Drug 1: CC1C(C(CC(O1)OC2CC(CC3=C2C(=C4C(=C3O)C(=O)C5=C(C4=O)C(=CC=C5)OC)O)(C(=O)C)O)N)O.Cl. Drug 2: CC(C)CN1C=NC2=C1C3=CC=CC=C3N=C2N. Cell line: RPMI-8226. Synergy scores: CSS=22.1, Synergy_ZIP=5.07, Synergy_Bliss=2.66, Synergy_Loewe=-26.1, Synergy_HSA=-0.179. (6) Cell line: T-47D. Drug 1: CN1C2=C(C=C(C=C2)N(CCCl)CCCl)N=C1CCCC(=O)O.Cl. Synergy scores: CSS=-4.75, Synergy_ZIP=0.990, Synergy_Bliss=3.50, Synergy_Loewe=-2.41, Synergy_HSA=-0.821. Drug 2: C(CC(=O)O)C(=O)CN.Cl. (7) Drug 1: CC1=C2C(C(=O)C3(C(CC4C(C3C(C(C2(C)C)(CC1OC(=O)C(C(C5=CC=CC=C5)NC(=O)OC(C)(C)C)O)O)OC(=O)C6=CC=CC=C6)(CO4)OC(=O)C)OC)C)OC. Drug 2: C1CC(=O)NC(=O)C1N2CC3=C(C2=O)C=CC=C3N. Cell line: MDA-MB-435. Synergy scores: CSS=89.0, Synergy_ZIP=19.4, Synergy_Bliss=18.0, Synergy_Loewe=-8.18, Synergy_HSA=19.1.